The task is: Predict the reactants needed to synthesize the given product.. This data is from Full USPTO retrosynthesis dataset with 1.9M reactions from patents (1976-2016). (1) The reactants are: [Br:1][C:2]1[CH:7]=[CH:6][N:5]=[C:4]([NH:8][CH:9]=[C:10]2[CH2:14][CH2:13][O:12][C:11]2=[O:15])[CH:3]=1.C1(C)C(C)=CC=CC=1. Given the product [Br:1][C:2]1[CH:7]=[CH:6][N:5]2[C:11](=[O:15])[C:10]([CH2:14][CH2:13][OH:12])=[CH:9][N:8]=[C:4]2[CH:3]=1, predict the reactants needed to synthesize it. (2) Given the product [Cl:11][C:7]1[CH:6]=[C:5]2[C:4](=[C:9]([Cl:10])[CH:8]=1)[C:3](=[O:14])[N:24]([C@H:22]([C:19]1[CH:20]=[CH:21][C:16]([Cl:15])=[CH:17][CH:18]=1)[CH3:23])[CH2:12]2, predict the reactants needed to synthesize it. The reactants are: CO[C:3](=[O:14])[C:4]1[C:9]([Cl:10])=[CH:8][C:7]([Cl:11])=[CH:6][C:5]=1[CH2:12]Br.[Cl:15][C:16]1[CH:21]=[CH:20][C:19]([C@@H:22]([NH2:24])[CH3:23])=[CH:18][CH:17]=1.C([O-])([O-])=O.[K+].[K+].C(OCC)(=O)C. (3) Given the product [OH:9][C:6]1[CH:5]=[CH:4][C:3]([NH:2][C:22]([C:21]2[C:13](=[O:12])[N:14]([C:25]3[CH:26]=[CH:27][CH:28]=[CH:29][CH:30]=3)[N:15]3[CH2:20][CH2:19][O:18][CH2:17][C:16]=23)=[O:23])=[N:8][CH:7]=1, predict the reactants needed to synthesize it. The reactants are: Cl.[NH2:2][C:3]1[N:8]=[CH:7][C:6]([OH:9])=[CH:5][CH:4]=1.[OH-].[K+].[O:12]=[C:13]1[C:21]([C:22](O)=[O:23])=[C:16]2[CH2:17][O:18][CH2:19][CH2:20][N:15]2[N:14]1[C:25]1[CH:30]=[CH:29][CH:28]=[CH:27][CH:26]=1.C1C=NC2N(O)N=NC=2C=1.CCN=C=NCCCN(C)C.